Predict the reactants needed to synthesize the given product. From a dataset of Full USPTO retrosynthesis dataset with 1.9M reactions from patents (1976-2016). The reactants are: [Cl:1][C:2]1[CH:12]=[C:11]([F:13])[C:10]([F:14])=[CH:9][C:3]=1[C:4]([N:6]=[C:7]=[O:8])=[O:5].[CH3:15][O:16][C:17]1[CH:22]=[C:21]([C:23]2[NH:27][C:26]([CH3:28])=[N:25][N:24]=2)[CH:20]=[CH:19][C:18]=1[NH2:29]. Given the product [Cl:1][C:2]1[CH:12]=[C:11]([F:13])[C:10]([F:14])=[CH:9][C:3]=1[C:4]([NH:6][C:7]([NH:29][C:18]1[CH:19]=[CH:20][C:21]([C:23]2[NH:27][C:26]([CH3:28])=[N:25][N:24]=2)=[CH:22][C:17]=1[O:16][CH3:15])=[O:8])=[O:5], predict the reactants needed to synthesize it.